This data is from Full USPTO retrosynthesis dataset with 1.9M reactions from patents (1976-2016). The task is: Predict the reactants needed to synthesize the given product. (1) Given the product [CH3:1][C:2]([C:8]1[CH:13]=[CH:12][CH:11]=[CH:10][N:9]=1)([CH3:7])[C:3]([NH:15][NH2:16])=[O:4], predict the reactants needed to synthesize it. The reactants are: [CH3:1][C:2]([C:8]1[CH:13]=[CH:12][CH:11]=[CH:10][N:9]=1)([CH3:7])[C:3](OC)=[O:4].O.[NH2:15][NH2:16]. (2) Given the product [CH3:1][O:2][C:3]1[N:8]=[CH:7][N:6]=[C:5]([NH:9][C:10](=[O:35])[C:11]2[CH:16]=[C:15]([CH2:17][C:18]3[C:19](=[O:30])[C:20]([O:28][CH3:29])=[C:21]([O:26][CH3:27])[C:22](=[O:25])[C:23]=3[CH3:24])[CH:14]=[CH:13][C:12]=2[OH:31])[CH:4]=1, predict the reactants needed to synthesize it. The reactants are: [CH3:1][O:2][C:3]1[N:8]=[CH:7][N:6]=[C:5]([NH:9][C:10](=[O:35])[C:11]2[CH:16]=[C:15]([CH2:17][C:18]3[C:19](=[O:30])[C:20]([O:28][CH3:29])=[C:21]([O:26][CH3:27])[C:22](=[O:25])[C:23]=3[CH3:24])[CH:14]=[CH:13][C:12]=2[O:31]C(=O)C)[CH:4]=1.C(=O)([O-])O.[Na+]. (3) Given the product [CH2:13]([CH:2]([C:1]([O:8][CH3:9])=[O:7])[C:3]([O:5][CH3:6])=[O:4])[CH2:14][C:15]1[CH:20]=[CH:19][CH:18]=[CH:17][CH:16]=1, predict the reactants needed to synthesize it. The reactants are: [C:1]([O:8][CH3:9])(=[O:7])[CH2:2][C:3]([O:5][CH3:6])=[O:4].[H-].[Na+].Br[CH2:13][CH2:14][C:15]1[CH:20]=[CH:19][CH:18]=[CH:17][CH:16]=1. (4) Given the product [Cl:1][C:2]1[CH:27]=[CH:26][C:5]([CH2:6][N:7]2[C:15]3[C:10](=[CH:11][C:12]([CH:16]=[C:17]4[S:21][C:20]([N:36]5[CH2:37][CH2:38][C:33]([OH:32])([C:39]([OH:41])=[O:40])[CH2:34][CH2:35]5)=[N:19][C:18]4=[O:25])=[CH:13][CH:14]=3)[CH:9]=[N:8]2)=[C:4]([C:28]([F:31])([F:29])[F:30])[CH:3]=1, predict the reactants needed to synthesize it. The reactants are: [Cl:1][C:2]1[CH:27]=[CH:26][C:5]([CH2:6][N:7]2[C:15]3[C:10](=[CH:11][C:12]([CH:16]=[C:17]4[S:21][C:20](SCC)=[N:19][C:18]4=[O:25])=[CH:13][CH:14]=3)[CH:9]=[N:8]2)=[C:4]([C:28]([F:31])([F:30])[F:29])[CH:3]=1.[OH:32][C:33]1([C:39]([OH:41])=[O:40])[CH2:38][CH2:37][NH:36][CH2:35][CH2:34]1. (5) Given the product [CH3:15][O:16][C:10]1[CH:9]=[C:8]2[C:13]([C:5]3[C:6](=[N+:1]([O-:14])[CH:2]=[CH:3][CH:4]=3)[NH:7]2)=[CH:12][CH:11]=1, predict the reactants needed to synthesize it. The reactants are: [N+:1]1([O-:14])[CH:2]=[CH:3][CH:4]=[C:5]2[C:13]3[C:8](=[CH:9][CH:10]=[CH:11][CH:12]=3)[NH:7][C:6]=12.[CH3:15][O:16]C1C=C2C(C3C=CC=NC=3N2)=CC=1.OO. (6) Given the product [O:1]1[C:10]2[C:5](=[N:6][C:7]([C:20](=[O:23])[CH3:13])=[CH:8][CH:9]=2)[O:4][CH2:3][CH2:2]1, predict the reactants needed to synthesize it. The reactants are: [O:1]1[C:10]2[C:5](=[N:6][C:7](C#N)=[CH:8][CH:9]=2)[O:4][CH2:3][CH2:2]1.[CH3:13][Li].S(=O)(=O)(O)O.[C:20](=[O:23])([O-])O.[Na+]. (7) Given the product [Br:4][C:5]1[CH:6]=[C:7]2[N:15]([CH3:16])[CH:14]=[CH:13][C:8]2=[N:9][C:10]=1[CH:11]([NH:12][C:19](=[O:20])[O:21][C:22]([CH3:25])([CH3:24])[CH3:23])[CH3:34], predict the reactants needed to synthesize it. The reactants are: C[Mg]Br.[Br:4][C:5]1[CH:6]=[C:7]2[N:15]([CH3:16])[CH:14]=[CH:13][C:8]2=[N:9][C:10]=1[C:11]#[N:12].[BH4-].[Na+].[C:19](O[C:19]([O:21][C:22]([CH3:25])([CH3:24])[CH3:23])=[O:20])([O:21][C:22]([CH3:25])([CH3:24])[CH3:23])=[O:20].[CH2:34](N(C(C)C)C(C)C)C. (8) Given the product [Cl:1][C:2]1[C:3]2[CH:14]=[C:13]([F:15])[C:12]([C:16]([F:17])([F:19])[F:18])=[CH:11][C:4]=2[S:5][C:6]=1[C:7]([OH:9])=[O:8], predict the reactants needed to synthesize it. The reactants are: [Cl:1][C:2]1[C:3]2[CH:14]=[C:13]([F:15])[C:12]([C:16]([F:19])([F:18])[F:17])=[CH:11][C:4]=2[S:5][C:6]=1[C:7]([O:9]C)=[O:8].[Li+].[OH-].Cl. (9) The reactants are: [CH3:1][N:2]([CH3:14])[C:3]([C:5]1[CH:10]=[CH:9][C:8](B(O)O)=[CH:7][CH:6]=1)=[O:4].Br[C:16]1[CH:21]=[CH:20][C:19]([O:22][CH2:23][CH:24]2[CH2:29][CH2:28][N:27]([C:30]([O:32][CH:33]([CH3:35])[CH3:34])=[O:31])[CH2:26][CH2:25]2)=[CH:18][CH:17]=1.C([O-])([O-])=O.[Na+].[Na+]. Given the product [CH3:1][N:2]([CH3:14])[C:3]([C:5]1[CH:10]=[CH:9][C:8]([C:16]2[CH:17]=[CH:18][C:19]([O:22][CH2:23][CH:24]3[CH2:25][CH2:26][N:27]([C:30]([O:32][CH:33]([CH3:35])[CH3:34])=[O:31])[CH2:28][CH2:29]3)=[CH:20][CH:21]=2)=[CH:7][CH:6]=1)=[O:4], predict the reactants needed to synthesize it.